From a dataset of PAMPA (Parallel Artificial Membrane Permeability Assay) permeability data from NCATS. Regression/Classification. Given a drug SMILES string, predict its absorption, distribution, metabolism, or excretion properties. Task type varies by dataset: regression for continuous measurements (e.g., permeability, clearance, half-life) or binary classification for categorical outcomes (e.g., BBB penetration, CYP inhibition). Dataset: pampa_ncats. (1) The molecule is C1CN(CCC2=CC=CC=C21)C3=NC(=NC(=C3)NCCC(=O)O)C4=CC=CC=N4. The result is 0 (low-to-moderate permeability). (2) The drug is CC1=NC2=C(S1)C=C(C=C2)NC3=NC(=NC4=CC=CC=C43)C5=CC=NC=C5. The result is 1 (high permeability). (3) The compound is CC1CC2=C(N1C(=O)C3CCC3)C=CC(=C2)S(=O)(=O)NCC4=CC=C(C=C4)N(C)C. The result is 1 (high permeability). (4) The drug is C1COCC=C1C2=C3C=CN(C3=CC(=N2)C4=CC=C(C=C4)CO)CC5=CN=CC=C5. The result is 1 (high permeability). (5) The molecule is C1C(C2(CN1C(=O)CC3=CC=C(C=C3)O)CN(C2)C4=CC=CC=C4)CNC5=CC=CC=C5. The result is 1 (high permeability). (6) The drug is C1=CC=C(C=C1)SCC(=O)NC2=NN=C(S2)COC3=CC=C(C=C3)Cl. The result is 1 (high permeability). (7) The drug is CCOC(=O)C1=CC=C(C=C1)N2C(C3=C(C2=O)NN=C3C4=CC=C(C=C4)OC)C5=CC=C(C=C5)C. The result is 1 (high permeability).